Predict the reactants needed to synthesize the given product. From a dataset of Full USPTO retrosynthesis dataset with 1.9M reactions from patents (1976-2016). (1) Given the product [Cl:25][C:26]1[CH:35]=[CH:34][C:29]([CH:30]=[CH:31][CH2:32][N:13]2[C:12](=[O:24])[CH:11]=[C:10]([C:4]3[CH:5]=[CH:6][C:7]([O:8][CH3:9])=[C:2]([F:1])[CH:3]=3)[C:15]([C:16]3[CH:17]=[CH:18][C:19]([O:22][CH3:23])=[CH:20][CH:21]=3)=[N:14]2)=[CH:28][CH:27]=1, predict the reactants needed to synthesize it. The reactants are: [F:1][C:2]1[CH:3]=[C:4]([C:10]2[C:15]([C:16]3[CH:21]=[CH:20][C:19]([O:22][CH3:23])=[CH:18][CH:17]=3)=[N:14][NH:13][C:12](=[O:24])[CH:11]=2)[CH:5]=[CH:6][C:7]=1[O:8][CH3:9].[Cl:25][C:26]1[CH:35]=[CH:34][C:29]([CH:30]=[CH:31][CH2:32]Cl)=[CH:28][CH:27]=1. (2) Given the product [C:8]([O:11][CH2:12][CH2:13][C:14]1[CH:15]=[C:16]2[C:20](=[CH:21][CH:22]=1)[NH:19][CH:18]=[C:17]2[C:30](=[O:31])[CH:32]([NH:39][C:40]1[CH:41]=[N:42][CH:43]=[C:44]([O:46][CH3:47])[CH:45]=1)[C:33]1[CH:34]=[CH:35][CH:36]=[CH:37][CH:38]=1)(=[O:10])[CH3:9], predict the reactants needed to synthesize it. The reactants are: C(N(CC)CC)C.[C:8]([O:11][CH2:12][CH2:13][C:14]1[CH:15]=[C:16]2[C:20](=[CH:21][CH:22]=1)[N:19](C(OC(C)(C)C)=O)[CH:18]=[C:17]2[CH:30]=[O:31])(=[O:10])[CH3:9].[CH:32](=[N:39][C:40]1[CH:41]=[N:42][CH:43]=[C:44]([O:46][CH3:47])[CH:45]=1)[C:33]1[CH:38]=[CH:37][CH:36]=[CH:35][CH:34]=1. (3) The reactants are: Cl[C:2]1[N:7]=[C:6]([NH:8][C:9]2[C:14]([CH3:15])=[CH:13][C:12]([CH3:16])=[CH:11][C:10]=2[CH3:17])[N:5]=[C:4]([NH:18][C:19]2[CH:26]=[CH:25][C:22]([C:23]#[N:24])=[CH:21][CH:20]=2)[N:3]=1.[NH3:27]. Given the product [NH2:27][C:2]1[N:7]=[C:6]([NH:8][C:9]2[C:14]([CH3:15])=[CH:13][C:12]([CH3:16])=[CH:11][C:10]=2[CH3:17])[N:5]=[C:4]([NH:18][C:19]2[CH:26]=[CH:25][C:22]([C:23]#[N:24])=[CH:21][CH:20]=2)[N:3]=1, predict the reactants needed to synthesize it. (4) Given the product [C:9]1([C:1]2[CH:2]=[C:3]([CH:4]=[CH:5][CH:6]=2)[CH2:7][NH2:15])[CH:14]=[CH:13][CH:12]=[CH:11][CH:10]=1, predict the reactants needed to synthesize it. The reactants are: [C:1]1([C:9]2[CH:14]=[CH:13][CH:12]=[CH:11][CH:10]=2)[CH:6]=[CH:5][CH:4]=[C:3]([CH:7]=O)[CH:2]=1.[NH3:15].CO. (5) Given the product [CH3:1][O:2][C:3]1[CH:4]=[CH:5][C:6]([C:9]([CH3:15])([CH3:14])[CH2:10][C:11]([O:13][CH3:17])=[O:12])=[CH:7][CH:8]=1, predict the reactants needed to synthesize it. The reactants are: [CH3:1][O:2][C:3]1[CH:8]=[CH:7][C:6]([C:9]([CH3:15])([CH3:14])[CH2:10][C:11]([OH:13])=[O:12])=[CH:5][CH:4]=1.[Si](C=[N+]=[N-])(C)(C)[CH3:17].C(O)(=O)C. (6) Given the product [Cl:7][C:8]1[CH:9]=[C:10]([CH:39]=[CH:40][CH:41]=1)[CH2:11][CH2:12][C:13]1[C:22]2[C:17](=[CH:18][CH:19]=[C:20]([CH:23]([C:30]3[CH:35]=[CH:34][C:33]([Cl:36])=[CH:32][CH:31]=3)[C:24]3[S:25][CH:26]=[CH:27][N:28]=3)[CH:21]=2)[NH:16][C:15](=[O:38])[CH:14]=1, predict the reactants needed to synthesize it. The reactants are: O.O.[Sn](Cl)Cl.Cl.[Cl:7][C:8]1[CH:9]=[C:10]([CH:39]=[CH:40][CH:41]=1)[CH2:11][CH2:12][C:13]1[C:22]2[C:17](=[CH:18][CH:19]=[C:20]([C:23]([C:30]3[CH:35]=[CH:34][C:33]([Cl:36])=[CH:32][CH:31]=3)(O)[C:24]3[S:25][CH:26]=[CH:27][N:28]=3)[CH:21]=2)[N:16](C)[C:15](=[O:38])[CH:14]=1.